This data is from Reaction yield outcomes from USPTO patents with 853,638 reactions. The task is: Predict the reaction yield, written as a fraction of the theoretical maximum amount of product (1.0 means a 100% yield; for example, 0.34 means a 34% yield). The yield is 0.802. The product is [CH3:3][O:2][C:1](=[O:4])[O-:6].[CH3:7][N+:8]([CH3:11])([CH3:10])[CH3:9]. No catalyst specified. The reactants are [C:1](=[O:6])([O:4]C)[O:2][CH3:3].[CH3:7][N:8]([CH3:10])[CH3:9].[CH3:11]O.